Predict the reactants needed to synthesize the given product. From a dataset of Full USPTO retrosynthesis dataset with 1.9M reactions from patents (1976-2016). (1) Given the product [Br:1][C:2]1[CH:3]=[C:4]([CH2:8][CH:9]([OH:10])[CH:25]([N+:22]([O-:24])=[O:23])[CH3:26])[CH:5]=[CH:6][CH:7]=1, predict the reactants needed to synthesize it. The reactants are: [Br:1][C:2]1[CH:3]=[C:4]([CH2:8][CH:9]=[O:10])[CH:5]=[CH:6][CH:7]=1.C1CCN2C(=NCCC2)CC1.[N+:22]([CH2:25][CH3:26])([O-:24])=[O:23]. (2) Given the product [Cl:19][C:20]1[CH:25]=[CH:24][C:23]([CH:26]2[CH2:27][CH2:28][N:29]([CH2:2][CH2:3][CH2:4][N:5]3[C:14]4[C:9](=[CH:10][CH:11]=[CH:12][CH:13]=4)[N:8]4[CH:15]=[CH:16][CH:17]=[C:7]4[C:6]3=[O:18])[CH2:30][CH2:31]2)=[CH:22][CH:21]=1, predict the reactants needed to synthesize it. The reactants are: Cl[CH2:2][CH2:3][CH2:4][N:5]1[C:14]2[C:9](=[CH:10][CH:11]=[CH:12][CH:13]=2)[N:8]2[CH:15]=[CH:16][CH:17]=[C:7]2[C:6]1=[O:18].[Cl:19][C:20]1[CH:25]=[CH:24][C:23]([CH:26]2[CH2:31][CH2:30][NH:29][CH2:28][CH2:27]2)=[CH:22][CH:21]=1.C(=O)([O-])[O-].[K+].[K+].